Task: Predict the reaction yield, written as a fraction of the theoretical maximum amount of product (1.0 means a 100% yield; for example, 0.34 means a 34% yield).. Dataset: Reaction yield outcomes from USPTO patents with 853,638 reactions (1) The reactants are [BH4-].[Na+].[Si:3]([O:10][C@@H:11]([C@@H:38]([CH3:85])/[CH:39]=[CH:40]\[C@@H:41]([O:77][Si:78]([C:81]([CH3:84])([CH3:83])[CH3:82])([CH3:80])[CH3:79])[CH2:42][C@H:43]([O:69][Si:70]([C:73]([CH3:76])([CH3:75])[CH3:74])([CH3:72])[CH3:71])[C@H:44]([CH3:68])/[CH:45]=[CH:46]/[CH2:47][O:48][C:49]([C:62]1[CH:67]=[CH:66][CH:65]=[CH:64][CH:63]=1)([C:56]1[CH:61]=[CH:60][CH:59]=[CH:58][CH:57]=1)[C:50]1[CH:55]=[CH:54][CH:53]=[CH:52][CH:51]=1)[C@@H:12]([CH3:37])[CH2:13][C@@H:14]([CH3:36])/[CH:15]=[CH:16]/[C:17](=[O:35])[C@@H:18]([C@@H:20]1[C@@H:25]([CH3:26])[CH2:24][O:23][CH:22]([C:27]2[CH:32]=[CH:31][C:30]([O:33][CH3:34])=[CH:29][CH:28]=2)[O:21]1)[CH3:19])([C:6]([CH3:9])([CH3:8])[CH3:7])([CH3:5])[CH3:4]. The catalyst is CO.C1COCC1. The product is [Si:3]([O:10][C@@H:11]([C@@H:38]([CH3:85])/[CH:39]=[CH:40]\[C@@H:41]([O:77][Si:78]([C:81]([CH3:84])([CH3:82])[CH3:83])([CH3:80])[CH3:79])[CH2:42][C@H:43]([O:69][Si:70]([C:73]([CH3:76])([CH3:75])[CH3:74])([CH3:71])[CH3:72])[C@H:44]([CH3:68])/[CH:45]=[CH:46]/[CH2:47][O:48][C:49]([C:50]1[CH:55]=[CH:54][CH:53]=[CH:52][CH:51]=1)([C:62]1[CH:67]=[CH:66][CH:65]=[CH:64][CH:63]=1)[C:56]1[CH:57]=[CH:58][CH:59]=[CH:60][CH:61]=1)[C@@H:12]([CH3:37])[CH2:13][C@@H:14]([CH3:36])[CH2:15][CH2:16][C:17](=[O:35])[C@@H:18]([C@@H:20]1[C@@H:25]([CH3:26])[CH2:24][O:23][CH:22]([C:27]2[CH:28]=[CH:29][C:30]([O:33][CH3:34])=[CH:31][CH:32]=2)[O:21]1)[CH3:19])([C:6]([CH3:7])([CH3:8])[CH3:9])([CH3:4])[CH3:5]. The yield is 0.760. (2) The reactants are [CH3:1][C:2]1[CH:7]=[C:6]([CH3:8])[N:5]=[C:4]([N:9]2[CH2:20][CH2:19][C:12]3([C:17](=[O:18])[NH:16][CH2:15][CH2:14][CH2:13]3)[CH2:11][CH2:10]2)[N:3]=1.[Br:21][C:22]1[CH:27]=[CH:26][CH:25]=[CH:24][C:23]=1[CH2:28]Br.O. The catalyst is CCCC[N+](CCCC)(CCCC)CCCC.[I-].C1COCC1. The product is [Br:21][C:22]1[CH:27]=[CH:26][CH:25]=[CH:24][C:23]=1[CH2:28][N:16]1[CH2:15][CH2:14][CH2:13][C:12]2([CH2:11][CH2:10][N:9]([C:4]3[N:3]=[C:2]([CH3:1])[CH:7]=[C:6]([CH3:8])[N:5]=3)[CH2:20][CH2:19]2)[C:17]1=[O:18]. The yield is 0.950. (3) The reactants are S(Cl)(Cl)=O.[Br:5][CH2:6][C@@:7]([OH:12])([CH3:11])[C:8](O)=[O:9].CCN(CC)CC.[NH2:20][C:21]1[CH:22]=[CH:23][C:24]([C:31]#[N:32])=[C:25]([C:27]([F:30])([F:29])[F:28])[CH:26]=1. The catalyst is C1COCC1.O. The product is [Br:5][CH2:6][C@@:7]([OH:12])([CH3:11])[C:8]([NH:20][C:21]1[CH:22]=[CH:23][C:24]([C:31]#[N:32])=[C:25]([C:27]([F:28])([F:29])[F:30])[CH:26]=1)=[O:9]. The yield is 0.739. (4) The reactants are [C:1]([OH:5])(=[O:4])[CH2:2][OH:3].C([N:10]([C:16]([O:18][CH2:19][C:20]1[CH:25]=[CH:24][CH:23]=[CH:22][CH:21]=1)=[O:17])[CH2:11][CH2:12][C:13]([OH:15])=[O:14])(C)(C)C. The catalyst is C(O)=O. The product is [C:1]([OH:5])(=[O:4])[CH2:2][OH:3].[C:16]([NH:10][CH2:11][CH2:12][C:13]([OH:15])=[O:14])([O:18][CH2:19][C:20]1[CH:25]=[CH:24][CH:23]=[CH:22][CH:21]=1)=[O:17]. The yield is 0.800. (5) The yield is 0.690. The reactants are Br[C:2]1[CH:7]=[CH:6][C:5]([O:8][CH3:9])=[C:4]([N+:10]([O-:12])=[O:11])[CH:3]=1.[NH:13]1[CH2:18][CH2:17][O:16][CH2:15][CH2:14]1.P([O-])([O-])([O-])=O.[K+].[K+].[K+]. The catalyst is C(COC)OC.C(OCC)(=O)C.C([O-])(=O)C.[Pd+2].C([O-])(=O)C. The product is [CH3:9][O:8][C:5]1[CH:6]=[CH:7][C:2]([N:13]2[CH2:18][CH2:17][O:16][CH2:15][CH2:14]2)=[CH:3][C:4]=1[N+:10]([O-:12])=[O:11].